Predict the product of the given reaction. From a dataset of Forward reaction prediction with 1.9M reactions from USPTO patents (1976-2016). Given the reactants [CH3:1][C:2]1[CH:6]=[C:5]([C:7]([O:9][CH2:10][CH3:11])=[O:8])[NH:4][N:3]=1.Cl[C:13]1[N:18]=[CH:17][C:16]([S:19]([NH2:22])(=[O:21])=[O:20])=[CH:15][CH:14]=1.CC(C)([O-])C.[K+], predict the reaction product. The product is: [NH2:22][S:19]([C:16]1[CH:15]=[CH:14][C:13]([N:3]2[C:2]([CH3:1])=[CH:6][C:5]([C:7]([O:9][CH2:10][CH3:11])=[O:8])=[N:4]2)=[N:18][CH:17]=1)(=[O:21])=[O:20].